From a dataset of Catalyst prediction with 721,799 reactions and 888 catalyst types from USPTO. Predict which catalyst facilitates the given reaction. (1) Reactant: [Cl:1][C:2]1[CH:3]=[C:4]([CH:8]=[CH:9][C:10]=1[O:11][CH:12]1[CH2:17][CH2:16][N:15]([CH2:18][C:19]2[CH:24]=[CH:23][C:22]([O:25][CH3:26])=[CH:21][CH:20]=2)[CH2:14][CH2:13]1)[C:5](O)=[O:6].C(N(CC)CC)C.O.ON1C2C=CC=CC=2N=N1.Cl.CN(C)CCCN=C=NCC.[CH2:57]([N:64]1[CH2:69][CH2:68][CH:67]([NH2:70])[CH2:66][CH2:65]1)[C:58]1[CH:63]=[CH:62][CH:61]=[CH:60][CH:59]=1. Product: [CH2:57]([N:64]1[CH2:69][CH2:68][CH:67]([NH:70][C:5](=[O:6])[C:4]2[CH:8]=[CH:9][C:10]([O:11][CH:12]3[CH2:13][CH2:14][N:15]([CH2:18][C:19]4[CH:24]=[CH:23][C:22]([O:25][CH3:26])=[CH:21][CH:20]=4)[CH2:16][CH2:17]3)=[C:2]([Cl:1])[CH:3]=2)[CH2:66][CH2:65]1)[C:58]1[CH:59]=[CH:60][CH:61]=[CH:62][CH:63]=1. The catalyst class is: 9. (2) Reactant: Br[C:2]1[CH:11]=[N:10][CH:9]=[C:8]2[C:3]=1[CH:4]=[C:5]([C:12]([NH2:14])=[O:13])[CH:6]=[N:7]2.[F:15][C:16]([F:28])([F:27])[O:17][C:18]1[CH:19]=[C:20](B(O)O)[CH:21]=[CH:22][CH:23]=1.C(=O)([O-])[O-].[Cs+].[Cs+]. Product: [F:15][C:16]([F:27])([F:28])[O:17][C:18]1[CH:23]=[C:22]([C:2]2[CH:11]=[N:10][CH:9]=[C:8]3[C:3]=2[CH:4]=[C:5]([C:12]([NH2:14])=[O:13])[CH:6]=[N:7]3)[CH:21]=[CH:20][CH:19]=1. The catalyst class is: 688. (3) Reactant: [CH3:1][O:2][CH2:3][CH2:4][NH:5][C:6]1[CH:16]=[CH:15][C:9]([C:10]([O:12]CC)=[O:11])=[CH:8][C:7]=1[N+:17]([O-:19])=[O:18].[OH-].[Na+].Cl. Product: [CH3:1][O:2][CH2:3][CH2:4][NH:5][C:6]1[CH:16]=[CH:15][C:9]([C:10]([OH:12])=[O:11])=[CH:8][C:7]=1[N+:17]([O-:19])=[O:18]. The catalyst class is: 8. (4) Reactant: C([O:3][P:4]([C:9]([C:12]1[CH:17]=[CH:16][C:15]([CH2:18][N:19]([C:31]2[CH:36]=[CH:35][C:34]([Cl:37])=[C:33]([Cl:38])[CH:32]=2)[C:20]2[O:21][C:22]([C:25]3[CH:30]=[CH:29][CH:28]=[CH:27][CH:26]=3)=[CH:23][N:24]=2)=[CH:14][C:13]=1[Br:39])([F:11])[F:10])(=[O:8])[O:5]CC)C.C[Si](N([Si](C)(C)C)C(=O)C(F)(F)F)(C)C.I[Si](C)(C)C. Product: [Br:39][C:13]1[CH:14]=[C:15]([CH2:18][N:19]([C:31]2[CH:36]=[CH:35][C:34]([Cl:37])=[C:33]([Cl:38])[CH:32]=2)[C:20]2[O:21][C:22]([C:25]3[CH:26]=[CH:27][CH:28]=[CH:29][CH:30]=3)=[CH:23][N:24]=2)[CH:16]=[CH:17][C:12]=1[C:9]([P:4](=[O:3])([OH:5])[OH:8])([F:10])[F:11]. The catalyst class is: 2. (5) Product: [CH3:9][C@@H:8]1[CH2:7][CH2:6][CH2:5][N:4]([C:10]([C:12]2[CH:17]=[C:16]([CH3:18])[CH:15]=[CH:14][C:13]=2[C:19]2[CH:20]=[N:21][N:22]([CH3:24])[CH:23]=2)=[O:11])[C@@H:3]1[CH2:2][NH:1][C:26]1[CH:31]=[CH:30][C:29]([C:32]([F:35])([F:34])[F:33])=[CH:28][N:27]=1. Reactant: [NH2:1][CH2:2][C@@H:3]1[C@H:8]([CH3:9])[CH2:7][CH2:6][CH2:5][N:4]1[C:10]([C:12]1[CH:17]=[C:16]([CH3:18])[CH:15]=[CH:14][C:13]=1[C:19]1[CH:20]=[N:21][N:22]([CH3:24])[CH:23]=1)=[O:11].F[C:26]1[CH:31]=[CH:30][C:29]([C:32]([F:35])([F:34])[F:33])=[CH:28][N:27]=1.C([O-])([O-])=O.[K+].[K+]. The catalyst class is: 3. (6) Reactant: [H-].[Na+].[F:3][C:4]1[CH:5]=[C:6]([CH:16]=[C:17]([F:19])[CH:18]=1)[C:7]([C:9]1[C:10](=[O:15])[NH:11][CH:12]=[CH:13][CH:14]=1)=[O:8].I[CH2:21][CH3:22].Cl. Product: [F:19][C:17]1[CH:16]=[C:6]([CH:5]=[C:4]([F:3])[CH:18]=1)[C:7]([C:9]1[C:10](=[O:15])[N:11]([CH2:21][CH3:22])[CH:12]=[CH:13][CH:14]=1)=[O:8]. The catalyst class is: 9. (7) Reactant: [F:1][C:2]1[CH:8]=[CH:7][C:5]([NH2:6])=[CH:4][CH:3]=1.Cl.N([O-])=O.[Na+].[N-:14]=[N+:15]=[N-].[Na+]. Product: [N:6]([C:5]1[CH:7]=[CH:8][C:2]([F:1])=[CH:3][CH:4]=1)=[N+:14]=[N-:15]. The catalyst class is: 6. (8) Reactant: [F:8][C:7]([F:10])([F:9])[C:6](O[C:6](=[O:11])[C:7]([F:10])([F:9])[F:8])=[O:11].[CH3:14][O:15][C:16]1[CH:17]=[C:18]2[C:23](=[CH:24][CH:25]=1)[CH:22]([C:26]1[S:27][CH:28]=[CH:29][CH:30]=1)[NH:21][CH2:20][CH2:19]2.CCN(CC)CC. Product: [F:10][C:7]([F:8])([F:9])[C:6]([N:21]1[CH2:20][CH2:19][C:18]2[C:23](=[CH:24][CH:25]=[C:16]([O:15][CH3:14])[CH:17]=2)[CH:22]1[C:26]1[S:27][CH:28]=[CH:29][CH:30]=1)=[O:11]. The catalyst class is: 2. (9) Reactant: C([O:8][C:9]1[C:14]2[N:15]([CH2:19][CH2:20][O:21][CH3:22])[C:16]([CH3:18])=[N:17][C:13]=2[CH:12]=[C:11]([C:23]([O:25][CH3:26])=[O:24])[CH:10]=1)C1C=CC=CC=1. Product: [OH:8][C:9]1[C:14]2[N:15]([CH2:19][CH2:20][O:21][CH3:22])[C:16]([CH3:18])=[N:17][C:13]=2[CH:12]=[C:11]([C:23]([O:25][CH3:26])=[O:24])[CH:10]=1. The catalyst class is: 43. (10) Reactant: CN(C=O)C.[Br:6][C:7]1[CH:12]=[CH:11][CH:10]=[CH:9][C:8]=1[SH:13].C(=O)([O-])[O-].[K+].[K+].[CH2:20]([O:22][CH:23]([O:26][CH2:27][CH3:28])[CH2:24]Br)[CH3:21]. Product: [CH2:20]([O:22][CH:23]([O:26][CH2:27][CH3:28])[CH2:24][S:13][C:8]1[CH:9]=[CH:10][CH:11]=[CH:12][C:7]=1[Br:6])[CH3:21]. The catalyst class is: 84.